This data is from Experimentally validated miRNA-target interactions with 360,000+ pairs, plus equal number of negative samples. The task is: Binary Classification. Given a miRNA mature sequence and a target amino acid sequence, predict their likelihood of interaction. The miRNA is hsa-miR-1226-3p with sequence UCACCAGCCCUGUGUUCCCUAG. The protein sequence of the target gene is MAGYLKLVCVSFQRQGFHTVGSRCKNRTGAEHLWLTRHLRDPFVKAAKVESYRCRSAFKLLEVNERHQILRPGLRVLDCGAAPGAWSQVAVQKVNAAGTDPSSPVGFVLGVDLLHIFPLEGATFLCPADVTDPRTSQRILEVLPGRRADVILSDMAPNATGFRDLDHDRLISLCLTLLSVTPDILQPGGTFLCKTWAGSQSRRLQRRLTEEFQNVRIIKPEASRKESSEVYFLATQYHGRKGTVKQ. Result: 1 (interaction).